This data is from Reaction yield outcomes from USPTO patents with 853,638 reactions. The task is: Predict the reaction yield, written as a fraction of the theoretical maximum amount of product (1.0 means a 100% yield; for example, 0.34 means a 34% yield). (1) The reactants are [Br:1][C:2]1[CH:10]=[CH:9][CH:8]=[C:7]2[C:3]=1[CH:4]=[CH:5][NH:6]2.C(O)(=O)C.CO.C([BH3-])#N.[Na+]. No catalyst specified. The product is [Br:1][C:2]1[CH:10]=[CH:9][CH:8]=[C:7]2[C:3]=1[CH2:4][CH2:5][NH:6]2. The yield is 0.520. (2) The reactants are Br[C:2]1[CH:7]=[C:6]([CH3:8])[C:5]([C:9]2[C:10](=[O:27])[CH:11]([CH2:16][C:17]3[N:22]=[C:21]([NH:23][CH3:24])[C:20]([C:25]#[N:26])=[CH:19][CH:18]=3)[CH2:12][C:13]=2[O:14][CH3:15])=[C:4]([CH3:28])[CH:3]=1.[F-].[Cs+].[CH2:31]([Sn](CCCC)(CCCC)C#CC)[CH2:32][CH2:33]C.CN(C)C=O. The catalyst is O.C(OCC)C.[Cu]I.C1C=CC([PH+]([C]2[CH][CH][CH][CH]2)C2C=CC=CC=2)=CC=1.C1C=CC([PH+]([C]2[CH][CH][CH][CH]2)C2C=CC=CC=2)=CC=1.C(Cl)Cl.Cl[Pd]Cl.[Fe]. The product is [CH3:8][C:6]1[CH:7]=[C:2]([C:31]#[C:32][CH3:33])[CH:3]=[C:4]([CH3:28])[C:5]=1[C:9]1[C:10](=[O:27])[CH:11]([CH2:16][C:17]2[N:22]=[C:21]([NH:23][CH3:24])[C:20]([C:25]#[N:26])=[CH:19][CH:18]=2)[CH2:12][C:13]=1[O:14][CH3:15]. The yield is 0.240. (3) The product is [Cl:16][C:12]1[CH:11]=[C:10]([S:7]([N:6]2[C:2]([C:27]3[CH:32]=[CH:31][CH:30]=[CH:29][CH:28]=3)=[CH:3][C:4]([CH2:17][N:18]([CH3:26])[C:19](=[O:25])[O:20][C:21]([CH3:24])([CH3:23])[CH3:22])=[CH:5]2)(=[O:9])=[O:8])[CH:15]=[CH:14][CH:13]=1. The yield is 0.730. The reactants are Br[C:2]1[N:6]([S:7]([C:10]2[CH:15]=[CH:14][CH:13]=[C:12]([Cl:16])[CH:11]=2)(=[O:9])=[O:8])[CH:5]=[C:4]([CH2:17][N:18]([CH3:26])[C:19](=[O:25])[O:20][C:21]([CH3:24])([CH3:23])[CH3:22])[CH:3]=1.[C:27]1(B(O)O)[CH:32]=[CH:31][CH:30]=[CH:29][CH:28]=1.C(=O)([O-])[O-].[Na+].[Na+]. The catalyst is C1C=CC([P]([Pd]([P](C2C=CC=CC=2)(C2C=CC=CC=2)C2C=CC=CC=2)([P](C2C=CC=CC=2)(C2C=CC=CC=2)C2C=CC=CC=2)[P](C2C=CC=CC=2)(C2C=CC=CC=2)C2C=CC=CC=2)(C2C=CC=CC=2)C2C=CC=CC=2)=CC=1. (4) The reactants are [NH2:1][C:2]1[C:11]2[CH:10]=[CH:9][C:8]([F:12])=[C:7](Br)[C:6]=2[N:5]=[C:4]2[CH2:14][N:15]([CH:18]3[CH2:21][CH2:20][CH2:19]3)[C:16](=[O:17])[C:3]=12.[CH3:22][O:23][C:24]1[CH:29]=[C:28]([CH3:30])[C:27](B2OC(C)(C)C(C)(C)O2)=[CH:26][N:25]=1. No catalyst specified. The product is [NH2:1][C:2]1[C:11]2[CH:10]=[CH:9][C:8]([F:12])=[C:7]([C:27]3[CH:26]=[N:25][C:24]([O:23][CH3:22])=[CH:29][C:28]=3[CH3:30])[C:6]=2[N:5]=[C:4]2[CH2:14][N:15]([CH:18]3[CH2:21][CH2:20][CH2:19]3)[C:16](=[O:17])[C:3]=12. The yield is 0.180. (5) The reactants are O.[OH-].[Li+].C[O:5][C:6](=[O:28])[C:7]1[CH:12]=[CH:11][C:10]([CH2:13][C:14]([N:16]2[CH2:21][CH2:20][N:19]([CH2:22][CH:23]3[CH2:26][CH2:25][CH2:24]3)[CH2:18][CH2:17]2)=[O:15])=[C:9]([CH3:27])[CH:8]=1. The catalyst is C1COCC1.O. The product is [CH:23]1([CH2:22][N:19]2[CH2:18][CH2:17][N:16]([C:14](=[O:15])[CH2:13][C:10]3[CH:11]=[CH:12][C:7]([C:6]([OH:28])=[O:5])=[CH:8][C:9]=3[CH3:27])[CH2:21][CH2:20]2)[CH2:26][CH2:25][CH2:24]1. The yield is 0.630.